This data is from Full USPTO retrosynthesis dataset with 1.9M reactions from patents (1976-2016). The task is: Predict the reactants needed to synthesize the given product. (1) Given the product [C:1]([O:5][C:6]([N:8]1[CH:12]([C:13]2[CH:18]=[CH:17][C:16]([C:22]#[N:23])=[CH:15][CH:14]=2)[CH2:11][O:10][C:9]1([CH3:21])[CH3:20])=[O:7])([CH3:4])([CH3:3])[CH3:2], predict the reactants needed to synthesize it. The reactants are: [C:1]([O:5][C:6]([N:8]1[CH:12]([C:13]2[CH:18]=[CH:17][C:16](I)=[CH:15][CH:14]=2)[CH2:11][O:10][C:9]1([CH3:21])[CH3:20])=[O:7])([CH3:4])([CH3:3])[CH3:2].[CH3:22][N:23](C=O)C. (2) Given the product [Br:18][CH2:19][C:20]([NH:8][CH2:7][CH2:6][O:5][C:4]1[CH:9]=[CH:10][CH:11]=[C:2]([F:1])[CH:3]=1)=[O:21], predict the reactants needed to synthesize it. The reactants are: [F:1][C:2]1[CH:3]=[C:4]([CH:9]=[CH:10][CH:11]=1)[O:5][CH2:6][CH2:7][NH2:8].C(=O)([O-])[O-].[K+].[K+].[Br:18][CH2:19][C:20](Br)=[O:21].O. (3) Given the product [CH3:1][O:3][C:4]([C:6]1[C:10]([N+:11]([O-:13])=[O:12])=[CH:9][NH:8][N:7]=1)=[O:5], predict the reactants needed to synthesize it. The reactants are: [CH2:1]([O:3][C:4]([C:6]1[C:10]([N+:11]([O-:13])=[O:12])=[CH:9][NH:8][N:7]=1)=[O:5])C.[N+](C1C(C(O)=O)=NNC=1)([O-])=O.S(Cl)(Cl)=O.CO. (4) Given the product [Br:1][C:2]1[CH:7]=[CH:6][N:5]([CH2:12][C:13]([O:15][CH3:16])=[O:14])[C:4](=[O:8])[CH:3]=1, predict the reactants needed to synthesize it. The reactants are: [Br:1][C:2]1[CH:7]=[CH:6][NH:5][C:4](=[O:8])[CH:3]=1.[H-].[Na+].Br[CH2:12][C:13]([O:15][CH3:16])=[O:14]. (5) Given the product [ClH:40].[F:1][C:2]1[CH:3]=[C:4]([S:14]([NH:17][C:18]2[CH:19]=[C:20]([NH:26][C:27](=[O:39])[C@H:28]([CH2:29][OH:30])[NH2:31])[CH:21]=[CH:22][C:23]=2[O:24][CH3:25])(=[O:16])=[O:15])[CH:5]=[CH:6][C:7]=1[C:8]1[O:9][C:10]([CH3:13])=[CH:11][CH:12]=1, predict the reactants needed to synthesize it. The reactants are: [F:1][C:2]1[CH:3]=[C:4]([S:14]([NH:17][C:18]2[CH:19]=[C:20]([NH:26][C:27](=[O:39])[C@@H:28]([NH:31]C(=O)OC(C)(C)C)[CH2:29][OH:30])[CH:21]=[CH:22][C:23]=2[O:24][CH3:25])(=[O:16])=[O:15])[CH:5]=[CH:6][C:7]=1[C:8]1[O:9][C:10]([CH3:13])=[CH:11][CH:12]=1.[ClH:40]. (6) The reactants are: [CH3:1][C:2]([CH3:5])([O-])[CH3:3].[K+].[C:7]1([C:17]#[N:18])[C:16]2[C:11](=[CH:12][CH:13]=[CH:14][CH:15]=2)[CH:10]=[CH:9][CH:8]=1.[C:19]([O:29]C(C)C)(=O)[CH2:20][CH2:21][C:22]([O:24]C(C)C)=O.CI.[C:35](O)(=O)[CH3:36]. Given the product [O:24]=[C:22]1[C:21]2=[C:1]([C:2]3[C:5]4[C:10](=[CH:11][CH:12]=[CH:13][CH:14]=4)[CH:9]=[CH:8][CH:3]=3)[N:18]([CH2:17][CH3:7])[C:19](=[O:29])[C:20]2=[C:17]([C:7]2[C:16]3[C:11](=[CH:12][CH:13]=[CH:14][CH:15]=3)[CH:10]=[CH:9][CH:8]=2)[N:18]1[CH2:35][CH3:36], predict the reactants needed to synthesize it. (7) Given the product [O:25]1[CH2:29][CH2:28][CH:27]([C:15]2([C:16]([O:18][CH2:19][CH3:20])=[O:17])[CH2:10][CH2:11]2)[CH2:26][CH2:1]1, predict the reactants needed to synthesize it. The reactants are: [CH:1]([N-]C(C)C)(C)C.[Li+].O1CCC[CH2:11][CH:10]1[CH2:15][C:16]([O:18][CH2:19][CH3:20])=[O:17].BrC(Br)C.[O:25]1[CH2:29][CH2:28][CH2:27][CH2:26]1. (8) Given the product [F:30][C:31]1[CH:38]=[CH:37][C:34]([CH2:35][N:17]2[CH2:18][CH2:19][C:20]3[C:11]4[C:12]([O:13][C:14](=[O:21])[C:15]=3[CH2:16]2)=[C:7]([CH:2]=[O:1])[C:8]([OH:22])=[CH:9][CH:10]=4)=[CH:33][CH:32]=1, predict the reactants needed to synthesize it. The reactants are: [O:1]1CCCO[CH:2]1[C:7]1[C:12]2[O:13][C:14](=[O:21])[C:15]3[CH2:16][NH:17][CH2:18][CH2:19][C:20]=3[C:11]=2[CH:10]=[CH:9][C:8]=1[OH:22].CCN(CC)CC.[F:30][C:31]1[CH:38]=[CH:37][C:34]([CH2:35]Br)=[CH:33][CH:32]=1. (9) Given the product [C:1]([CH2:3][NH:4][C:5]([C@@H:6]([NH:11][C:38]([C:36]1[S:35][C:34]2[N:30]([CH3:29])[N:31]=[C:32]([C:41]([F:44])([F:43])[F:42])[C:33]=2[CH:37]=1)=[O:39])[CH2:7][CH:8]([CH3:9])[CH3:10])=[O:12])#[N:2], predict the reactants needed to synthesize it. The reactants are: [C:1]([CH2:3][NH:4][C:5](=[O:12])[C@@H:6]([NH2:11])[CH2:7][CH:8]([CH3:10])[CH3:9])#[N:2].ClC1C=CC=CC=1C1C=CC(C(O)=O)=CC=1.[CH3:29][N:30]1[C:34]2[S:35][C:36]([C:38](O)=[O:39])=[CH:37][C:33]=2[C:32]([C:41]([F:44])([F:43])[F:42])=[N:31]1. (10) Given the product [CH:17]1([CH2:20][O:21][C:22]2[CH:23]=[CH:24][C:25]([CH:28]([F:29])[F:30])=[CH:26][C:27]=2[C:2]2[C:3]3[NH:10][C:9]([CH3:11])=[C:8]([C:12]([O:14][CH2:15][CH3:16])=[O:13])[C:4]=3[N:5]=[CH:6][N:7]=2)[CH2:18][CH2:19]1, predict the reactants needed to synthesize it. The reactants are: Cl[C:2]1[C:3]2[NH:10][C:9]([CH3:11])=[C:8]([C:12]([O:14][CH2:15][CH3:16])=[O:13])[C:4]=2[N:5]=[CH:6][N:7]=1.[CH:17]1([CH2:20][O:21][C:22]2[CH:27]=[CH:26][C:25]([CH:28]([F:30])[F:29])=[CH:24][C:23]=2B2OC(C)(C)C(C)(C)O2)[CH2:19][CH2:18]1.